This data is from Peptide-MHC class II binding affinity with 134,281 pairs from IEDB. The task is: Regression. Given a peptide amino acid sequence and an MHC pseudo amino acid sequence, predict their binding affinity value. This is MHC class II binding data. (1) The MHC is DRB3_0101 with pseudo-sequence DRB3_0101. The peptide sequence is IYEPEDLGNCLNKSD. The binding affinity (normalized) is 0.0772. (2) The peptide sequence is KGLHHLQIILSGKMA. The MHC is DRB1_1302 with pseudo-sequence DRB1_1302. The binding affinity (normalized) is 0.766. (3) The peptide sequence is EKKYFAAFQFEPLAA. The MHC is DRB1_1001 with pseudo-sequence DRB1_1001. The binding affinity (normalized) is 0.763. (4) The peptide sequence is TCEICALKPKIIYCN. The MHC is DRB1_0301 with pseudo-sequence DRB1_0301. The binding affinity (normalized) is 0.413.